Predict the product of the given reaction. From a dataset of Forward reaction prediction with 1.9M reactions from USPTO patents (1976-2016). Given the reactants [OH-:1].[K+].[NH2:3][OH:4].Cl.[F:6][C:7]1[CH:8]=[CH:9][C:10]([N:13]([C:26]2N(C)[C:29]3[CH:32]=[CH:33][CH:34]=[CH:35][C:28]=3[N:27]=2)[CH2:14][CH2:15][CH2:16][CH2:17][CH2:18][CH2:19][CH2:20][C:21](OCC)=[O:22])=[N:11][CH:12]=1, predict the reaction product. The product is: [NH2:3][OH:1].[O:1]1[C:29]2[CH:32]=[CH:33][CH:34]=[CH:35][C:28]=2[N:27]=[C:26]1[N:13]([C:10]1[CH:9]=[CH:8][C:7]([F:6])=[CH:12][N:11]=1)[CH2:14][CH2:15][CH2:16][CH2:17][CH2:18][CH2:19][CH2:20][C:21]([NH:3][OH:4])=[O:22].